From a dataset of Peptide-MHC class II binding affinity with 134,281 pairs from IEDB. Regression. Given a peptide amino acid sequence and an MHC pseudo amino acid sequence, predict their binding affinity value. This is MHC class II binding data. (1) The peptide sequence is TSLLISWGHYPLHLR. The MHC is HLA-DQA10101-DQB10501 with pseudo-sequence HLA-DQA10101-DQB10501. The binding affinity (normalized) is 0.538. (2) The peptide sequence is GSLIVNPSLNGFLSK. The MHC is DRB5_0101 with pseudo-sequence DRB5_0101. The binding affinity (normalized) is 0.451. (3) The peptide sequence is TAATAGTTVYGAFAA. The MHC is HLA-DQA10501-DQB10301 with pseudo-sequence HLA-DQA10501-DQB10301. The binding affinity (normalized) is 0.595. (4) The peptide sequence is GLVVAMTFFEQVRRL. The MHC is HLA-DQA10101-DQB10501 with pseudo-sequence HLA-DQA10101-DQB10501. The binding affinity (normalized) is 0.228. (5) The peptide sequence is MAAHKFMVAMFLAVA. The MHC is DRB5_0101 with pseudo-sequence DRB5_0101. The binding affinity (normalized) is 0.514. (6) The peptide sequence is DFHPGAGKTRRFLPQ. The MHC is HLA-DQA10501-DQB10402 with pseudo-sequence HLA-DQA10501-DQB10402. The binding affinity (normalized) is 0.640. (7) The peptide sequence is KASNTILPLMALLTP. The MHC is HLA-DQA10201-DQB10303 with pseudo-sequence HLA-DQA10201-DQB10303. The binding affinity (normalized) is 0.778.